Dataset: Full USPTO retrosynthesis dataset with 1.9M reactions from patents (1976-2016). Task: Predict the reactants needed to synthesize the given product. Given the product [CH2:19]([O:17][C:15](=[O:16])[CH2:14][C:13]1[C:6]2[C:5](=[CH:4][C:3]([F:2])=[CH:8][CH:7]=2)[NH:9][C:12]=1[CH3:18])[CH3:20], predict the reactants needed to synthesize it. The reactants are: Cl.[F:2][C:3]1[CH:4]=[C:5]([NH:9]N)[CH:6]=[CH:7][CH:8]=1.O=[C:12]([CH3:18])[CH2:13][CH2:14][C:15]([OH:17])=[O:16].[CH2:19](O)[CH3:20].S(=O)(=O)(O)O.